This data is from HIV replication inhibition screening data with 41,000+ compounds from the AIDS Antiviral Screen. The task is: Binary Classification. Given a drug SMILES string, predict its activity (active/inactive) in a high-throughput screening assay against a specified biological target. (1) The compound is NNC(=O)CC(=O)Nc1ccc(C(=O)O)cc1. The result is 0 (inactive). (2) The drug is CCOC(CN(C)C(=S)Nc1cccc2ccccc12)OCC. The result is 0 (inactive).